Dataset: Full USPTO retrosynthesis dataset with 1.9M reactions from patents (1976-2016). Task: Predict the reactants needed to synthesize the given product. (1) Given the product [CH2:18]([O:17][C:15](=[O:16])[C:14]([NH:1][C:2]1[CH:12]=[CH:11][C:5]2[NH:6][C:7](=[O:10])[CH2:8][O:9][C:4]=2[CH:3]=1)=[O:20])[CH3:19], predict the reactants needed to synthesize it. The reactants are: [NH2:1][C:2]1[CH:12]=[CH:11][C:5]2[NH:6][C:7](=[O:10])[CH2:8][O:9][C:4]=2[CH:3]=1.Cl[C:14](=[O:20])[C:15]([O:17][CH2:18][CH3:19])=[O:16]. (2) Given the product [C:25]([C:21]1[CH:20]=[C:19]([O:1][CH:2]2[CH2:11][CH2:10][C:9]3[CH:8]=[C:7]([C:12]([O:14][CH3:15])=[O:13])[CH:6]=[CH:5][C:4]=3[CH2:3]2)[CH:24]=[CH:23][N:22]=1)#[N:26], predict the reactants needed to synthesize it. The reactants are: [OH:1][CH:2]1[CH2:11][CH2:10][C:9]2[CH:8]=[C:7]([C:12]([O:14][CH3:15])=[O:13])[CH:6]=[CH:5][C:4]=2[CH2:3]1.[N+]([C:19]1[CH:24]=[CH:23][N:22]=[C:21]([C:25]#[N:26])[CH:20]=1)([O-])=O.C(=O)([O-])[O-].[Cs+].[Cs+].O1CCOCC1. (3) Given the product [C:1]([O:5][C:6]([N:8]1[CH2:13][CH2:12][CH:11]([N:14]2[C:22]3[C:17](=[CH:18][CH:19]=[CH:20][CH:21]=3)[CH:16]=[CH:15]2)[CH:10]([CH2:23][O:24][Si:30]([C:33]([CH3:36])([CH3:35])[CH3:34])([CH3:32])[CH3:31])[CH2:9]1)=[O:7])([CH3:4])([CH3:3])[CH3:2], predict the reactants needed to synthesize it. The reactants are: [C:1]([O:5][C:6]([N:8]1[CH2:13][CH2:12][CH:11]([N:14]2[C:22]3[C:17](=[CH:18][CH:19]=[CH:20][CH:21]=3)[CH:16]=[CH:15]2)[CH:10]([CH2:23][OH:24])[CH2:9]1)=[O:7])([CH3:4])([CH3:3])[CH3:2].N1C=CN=C1.[Si:30](Cl)([C:33]([CH3:36])([CH3:35])[CH3:34])([CH3:32])[CH3:31]. (4) Given the product [C:1]([O:5][C:6](=[O:35])[CH2:7][C@H:8]1[CH2:13][C@@H:12]([CH2:14][CH2:15][N:16]2[C:20]([CH:21]([CH3:22])[CH3:23])=[C:19]([CH2:24][NH2:36])[N:18]=[C:17]2[C:26]2[CH:27]=[CH:28][C:29]([F:32])=[CH:30][CH:31]=2)[O:11][C:10]([CH3:33])([CH3:34])[O:9]1)([CH3:2])([CH3:3])[CH3:4], predict the reactants needed to synthesize it. The reactants are: [C:1]([O:5][C:6](=[O:35])[CH2:7][C@H:8]1[CH2:13][C@@H:12]([CH2:14][CH2:15][N:16]2[C:20]([CH:21]([CH3:23])[CH3:22])=[C:19]([CH:24]=O)[N:18]=[C:17]2[C:26]2[CH:31]=[CH:30][C:29]([F:32])=[CH:28][CH:27]=2)[O:11][C:10]([CH3:34])([CH3:33])[O:9]1)([CH3:4])([CH3:3])[CH3:2].[NH3:36].